From a dataset of Full USPTO retrosynthesis dataset with 1.9M reactions from patents (1976-2016). Predict the reactants needed to synthesize the given product. (1) Given the product [CH3:22][C:7]1([CH3:21])[C:8]2[NH:9][C:10]3[C:15](=[CH:14][CH:13]=[C:12]([C:19]#[N:20])[CH:11]=3)[C:16]=2[C:17](=[O:18])[C:5]2[CH:4]=[CH:3][C:2]([O:1][CH:27]3[CH2:28][CH2:29][O:24][CH2:25][CH2:26]3)=[CH:23][C:6]1=2, predict the reactants needed to synthesize it. The reactants are: [OH:1][C:2]1[CH:3]=[CH:4][C:5]2[C:17](=[O:18])[C:16]3[C:15]4[C:10](=[CH:11][C:12]([C:19]#[N:20])=[CH:13][CH:14]=4)[NH:9][C:8]=3[C:7]([CH3:22])([CH3:21])[C:6]=2[CH:23]=1.[O:24]1[CH2:29][CH2:28][CH:27](O)[CH2:26][CH2:25]1. (2) Given the product [Br:1][C:2]1[CH:3]=[N:4][C:5]2[N:6]([N:8]=[C:9]([C:11]([N:16]3[CH2:17][CH2:18][C:19]4[O:23][C:22]([CH3:24])=[C:21]([CH3:25])[C:20]=4[N:15]3[CH3:14])=[O:13])[CH:10]=2)[CH:7]=1, predict the reactants needed to synthesize it. The reactants are: [Br:1][C:2]1[CH:3]=[N:4][C:5]2[N:6]([N:8]=[C:9]([C:11]([OH:13])=O)[CH:10]=2)[CH:7]=1.[CH3:14][N:15]1[C:20]2[C:21]([CH3:25])=[C:22]([CH3:24])[O:23][C:19]=2[CH2:18][CH2:17][NH:16]1. (3) Given the product [NH2:1][C:4]1[CH:5]=[C:6]([CH:19]=[CH:20][C:21]=1[N:22]1[CH2:23][CH2:24][NH:25][CH2:26][CH2:27]1)[C:7]([C:9]1[CH:18]=[CH:17][CH:16]=[CH:15][C:10]=1[C:11]([O:13][CH3:14])=[O:12])=[O:8], predict the reactants needed to synthesize it. The reactants are: [N+:1]([C:4]1[CH:5]=[C:6]([CH:19]=[CH:20][C:21]=1[N:22]1[CH2:27][CH2:26][NH:25][CH2:24][CH2:23]1)[C:7]([C:9]1[CH:18]=[CH:17][CH:16]=[CH:15][C:10]=1[C:11]([O:13][CH3:14])=[O:12])=[O:8])([O-])=O.CO. (4) Given the product [C:1]([N:8]1[CH2:13][CH2:12][O:11][CH:10]([CH2:14][C:15]2[CH:16]=[CH:17][C:18]([O:33][CH3:32])=[CH:19][CH:20]=2)[CH2:9]1)([O:3][C:4]([CH3:5])([CH3:6])[CH3:7])=[O:2].[Br:37][C:17]1[CH:16]=[C:15]([CH:20]=[CH:29][C:31]=1[O:33][CH3:32])[CH2:14][CH:10]1[O:11][CH2:12][CH2:13][NH:8][CH2:9]1, predict the reactants needed to synthesize it. The reactants are: [C:1]([N:8]1[CH2:13][CH2:12][O:11][C@H:10]([CH2:14][C:15]2[CH:20]=[CH:19][CH:18]=[C:17](C=CC3C=NC=CC=3)[CH:16]=2)[CH2:9]1)([O:3][C:4]([CH3:7])([CH3:6])[CH3:5])=[O:2].[CH2:29]([CH:31]1[O:33][CH2:32]1)Cl.ClCCl.[Br:37]N1C(=O)CCC1=O.[O-]S([O-])(=S)=O.[Na+].[Na+].